Task: Predict the reaction yield, written as a fraction of the theoretical maximum amount of product (1.0 means a 100% yield; for example, 0.34 means a 34% yield).. Dataset: Reaction yield outcomes from USPTO patents with 853,638 reactions (1) The reactants are [NH2:1][C:2]1[CH:10]=[CH:9][C:8]([N+:11]([O-:13])=[O:12])=[CH:7][C:3]=1[C:4]([OH:6])=[O:5].[ClH:14].[N:15]([O-])=O.[Na+]. The catalyst is O. The product is [ClH:14].[NH:1]([C:2]1[CH:10]=[CH:9][C:8]([N+:11]([O-:13])=[O:12])=[CH:7][C:3]=1[C:4]([OH:6])=[O:5])[NH2:15]. The yield is 0.930. (2) The reactants are Cl[C:2]1[N:7]=[C:6]([CH2:8][CH2:9][C:10]2[CH:15]=[CH:14][CH:13]=[CH:12][C:11]=2[CH:16]([CH3:20])[C:17]([NH2:19])=[O:18])[C:5]([CH3:21])=[CH:4][N:3]=1.[CH3:22][N:23]1[CH:27]=[C:26]([NH2:28])[CH:25]=[N:24]1.O.C1(C)C=CC(S(O)(=O)=O)=CC=1. The catalyst is O1CCOCC1. The product is [CH3:21][C:5]1[C:6]([CH2:8][CH2:9][C:10]2[CH:15]=[CH:14][CH:13]=[CH:12][C:11]=2[CH:16]([CH3:20])[C:17]([NH2:19])=[O:18])=[N:7][C:2]([NH:28][C:26]2[CH:25]=[N:24][N:23]([CH3:22])[CH:27]=2)=[N:3][CH:4]=1. The yield is 0.590. (3) The reactants are [OH:1][C:2]1[N:6]([C:7]2[CH:12]=[CH:11][C:10]([C:13](=[O:20])[NH:14][CH2:15][CH2:16][CH2:17][O:18][CH3:19])=[CH:9][N:8]=2)[N:5]=[CH:4][C:3]=1[C:21]([O:23][CH2:24][CH3:25])=[O:22].CO.[Si](C=[N+]=[N-])(C)(C)[CH3:29].C(O)(=O)C. The catalyst is C(Cl)Cl. The product is [CH3:29][O:1][C:2]1[N:6]([C:7]2[CH:12]=[CH:11][C:10]([C:13](=[O:20])[NH:14][CH2:15][CH2:16][CH2:17][O:18][CH3:19])=[CH:9][N:8]=2)[N:5]=[CH:4][C:3]=1[C:21]([O:23][CH2:24][CH3:25])=[O:22]. The yield is 0.870. (4) The reactants are [NH:1]1[C:9]2[C:4](=[CH:5][CH:6]=[CH:7][CH:8]=2)[C:3]([CH:10]=[CH:11][C:12]([NH:14][C:15]2[CH:16]=[C:17]([CH:21]=[CH:22][CH:23]=2)[C:18]([OH:20])=O)=[O:13])=[CH:2]1.[N:24]1([CH2:30][CH2:31][CH2:32][NH2:33])[CH2:29][CH2:28][O:27][CH2:26][CH2:25]1.F[P-](F)(F)(F)(F)F.N1(OC(N(C)C)=[N+](C)C)C2N=CC=CC=2N=N1.C(N(CC)C(C)C)(C)C.[Na]. The catalyst is CN(C)C=O.C(OCC)(=O)C. The product is [NH:1]1[C:9]2[C:4](=[CH:5][CH:6]=[CH:7][CH:8]=2)[C:3]([CH:10]=[CH:11][C:12]([NH:14][C:15]2[CH:16]=[C:17]([CH:21]=[CH:22][CH:23]=2)[C:18]([NH:33][CH2:32][CH2:31][CH2:30][N:24]2[CH2:29][CH2:28][O:27][CH2:26][CH2:25]2)=[O:20])=[O:13])=[CH:2]1. The yield is 0.440. (5) The reactants are [CH:1]([C:4]1[N:5]=[C:6]([CH2:9][OH:10])[S:7][CH:8]=1)([CH3:3])[CH3:2].[Cr](O[Cr]([O-])(=O)=O)([O-])(=O)=O.[NH+]1C=CC=CC=1.[NH+]1C=CC=CC=1. The catalyst is C(Cl)Cl. The product is [CH:1]([C:4]1[N:5]=[C:6]([CH:9]=[O:10])[S:7][CH:8]=1)([CH3:3])[CH3:2]. The yield is 0.650. (6) The reactants are O[CH2:2][C:3]1[CH:12]=[N:11][C:10]2[N:9]3[CH2:13][CH2:14][S:15][CH2:16][C@H:8]3[C:7](=[O:17])[NH:6][C:5]=2[CH:4]=1.[I-].C(C[P+](C)(C)C)#N.C(N(C(C)C)C(C)C)C.[N:35]1([C:41]2[CH:48]=[CH:47][C:44]([C:45]#[N:46])=[CH:43][CH:42]=2)[CH2:40][CH2:39][NH:38][CH2:37][CH2:36]1. The catalyst is C(#N)CC. The product is [O:17]=[C:7]1[NH:6][C:5]2[CH:4]=[C:3]([CH2:2][N:38]3[CH2:37][CH2:36][N:35]([C:41]4[CH:42]=[CH:43][C:44]([C:45]#[N:46])=[CH:47][CH:48]=4)[CH2:40][CH2:39]3)[CH:12]=[N:11][C:10]=2[N:9]2[CH2:13][CH2:14][S:15][CH2:16][C@@H:8]12. The yield is 0.269. (7) The reactants are [OH:1][CH2:2][C:3]1[CH:4]=[CH:5][C:6]([N:9]([C:17]([O:19][C:20]([CH3:23])([CH3:22])[CH3:21])=[O:18])[C:10]([O:12][C:13]([CH3:16])([CH3:15])[CH3:14])=[O:11])=[N:7][CH:8]=1. The catalyst is ClCCl. The product is [CH:2]([C:3]1[CH:4]=[CH:5][C:6]([N:9]([C:17]([O:19][C:20]([CH3:23])([CH3:22])[CH3:21])=[O:18])[C:10]([O:12][C:13]([CH3:15])([CH3:16])[CH3:14])=[O:11])=[N:7][CH:8]=1)=[O:1]. The yield is 0.510.